This data is from Full USPTO retrosynthesis dataset with 1.9M reactions from patents (1976-2016). The task is: Predict the reactants needed to synthesize the given product. (1) The reactants are: [H-].[Na+].[CH3:3][C:4]1([CH3:13])[O:8][C@@H:7]([CH2:9][OH:10])[C@H:6]([CH2:11][OH:12])[O:5]1.CS(O[CH2:19][CH2:20][CH2:21][CH2:22][CH2:23][C:24]#[CH:25])(=O)=O.O. Given the product [CH2:25]([O:12][CH2:11][C@@H:6]1[O:5][C:4]([CH3:13])([CH3:3])[O:8][C@H:7]1[CH2:9][OH:10])[CH2:24][CH2:23][CH2:22][CH2:21][C:20]#[CH:19], predict the reactants needed to synthesize it. (2) Given the product [C:1]([O:5][C:6](=[O:21])[NH:7][C:8]1[CH:13]=[C:12]([N:14]2[CH2:18][CH2:17][CH2:16][CH2:15]2)[C:11]([Cl:19])=[CH:10][C:9]=1[NH:20][C:27](=[O:26])[CH2:28][C:29](=[O:49])[C:30]1[CH:35]=[CH:34][CH:33]=[C:32]([N:36]2[C:40]([CH2:41][O:42][CH:43]3[CH2:48][CH2:47][CH2:46][CH2:45][O:44]3)=[CH:39][N:38]=[N:37]2)[CH:31]=1)([CH3:4])([CH3:2])[CH3:3], predict the reactants needed to synthesize it. The reactants are: [C:1]([O:5][C:6](=[O:21])[NH:7][C:8]1[CH:13]=[C:12]([N:14]2[CH2:18][CH2:17][CH2:16][CH2:15]2)[C:11]([Cl:19])=[CH:10][C:9]=1[NH2:20])([CH3:4])([CH3:3])[CH3:2].C([O:26][C:27](=O)[CH2:28][C:29](=[O:49])[C:30]1[CH:35]=[CH:34][CH:33]=[C:32]([N:36]2[C:40]([CH2:41][O:42][CH:43]3[CH2:48][CH2:47][CH2:46][CH2:45][O:44]3)=[CH:39][N:38]=[N:37]2)[CH:31]=1)(C)(C)C. (3) Given the product [CH:13]1([CH2:12][N:8]2[C:7](=[O:16])[C:6]3([CH3:21])[CH2:17][O:18][CH2:19][CH2:20][N:5]3[C:4]3[N:3]=[C:2]([C:30]4[CH:29]=[CH:28][C:27]([NH:26][C:24]([NH:23][CH3:22])=[O:25])=[CH:32][CH:31]=4)[N:11]=[CH:10][C:9]2=3)[CH2:15][CH2:14]1, predict the reactants needed to synthesize it. The reactants are: Cl[C:2]1[N:11]=[CH:10][C:9]2[N:8]([CH2:12][CH:13]3[CH2:15][CH2:14]3)[C:7](=[O:16])[C:6]3([CH3:21])[CH2:17][O:18][CH2:19][CH2:20][N:5]3[C:4]=2[N:3]=1.[CH3:22][NH:23][C:24]([NH:26][C:27]1[CH:32]=[CH:31][C:30](B2OC(C)(C)C(C)(C)O2)=[CH:29][CH:28]=1)=[O:25].C([O-])(O)=O.[Na+].O.C(#N)C. (4) Given the product [N+:14]([C:6]1[C:5]2[C:10]([CH:9]=[CH:8][CH:7]=1)=[N:11][C:3](=[O:2])[CH:4]=2)([O-:16])=[O:15], predict the reactants needed to synthesize it. The reactants are: C[O:2][C:3](=O)[CH2:4][C:5]1[C:10]([N+:11]([O-])=O)=[CH:9][CH:8]=[CH:7][C:6]=1[N+:14]([O-:16])=[O:15].O.C(OCC)(=O)C. (5) Given the product [CH2:57]([O:56][C:54]([NH:53][C@@H:47]([CH2:48][CH2:49][C:50]([NH:19][CH2:18][CH2:17][O:16][C@H:15]1[O:20][C@H:21]([CH2:24][O:25][C@H:26]2[O:34][C@H:33]([CH2:35][OH:36])[C@@H:31]([OH:32])[C@H:29]([OH:30])[C@@H:27]2[OH:28])[C@@H:22]([OH:23])[C@H:13]([O:12][C@H:1]2[O:9][C@H:8]([CH2:10][OH:11])[C@@H:6]([OH:7])[C@H:4]([OH:5])[C@@H:2]2[OH:3])[C@@H:14]1[OH:37])=[O:51])[C:46]([O:45][CH2:38][C:39]1[CH:44]=[CH:43][CH:42]=[CH:41][CH:40]=1)=[O:64])=[O:55])[C:58]1[CH:59]=[CH:60][CH:61]=[CH:62][CH:63]=1, predict the reactants needed to synthesize it. The reactants are: [C@H:1]1([O:12][C@H:13]2[C@H:22]([OH:23])[C@@H:21]([CH2:24][O:25][C@H:26]3[O:34][C@H:33]([CH2:35][OH:36])[C@@H:31]([OH:32])[C@H:29]([OH:30])[C@@H:27]3[OH:28])[O:20][C@H:15]([O:16][CH2:17][CH2:18][NH2:19])[C@H:14]2[OH:37])[O:9][C@H:8]([CH2:10][OH:11])[C@@H:6]([OH:7])[C@H:4]([OH:5])[C@@H:2]1[OH:3].[CH2:38]([O:45][C:46](=[O:64])[C@@H:47]([NH:53][C:54]([O:56][CH2:57][C:58]1[CH:63]=[CH:62][CH:61]=[CH:60][CH:59]=1)=[O:55])[CH2:48][CH2:49][C:50](O)=[O:51])[C:39]1[CH:44]=[CH:43][CH:42]=[CH:41][CH:40]=1.C(Cl)CCl. (6) Given the product [Cl:16][C:17]1[CH:29]=[CH:28][C:20]([CH2:21][N:22]2[CH:26]=[CH:25][C:24]([NH:27][C:2]3[CH:3]=[CH:4][C:5]([N:10]4[CH:14]=[C:13]([CH3:15])[N:12]=[CH:11]4)=[C:6]([CH:9]=3)[C:7]#[N:8])=[N:23]2)=[CH:19][CH:18]=1, predict the reactants needed to synthesize it. The reactants are: Br[C:2]1[CH:3]=[CH:4][C:5]([N:10]2[CH:14]=[C:13]([CH3:15])[N:12]=[CH:11]2)=[C:6]([CH:9]=1)[C:7]#[N:8].[Cl:16][C:17]1[CH:29]=[CH:28][C:20]([CH2:21][N:22]2[CH:26]=[CH:25][C:24]([NH2:27])=[N:23]2)=[CH:19][CH:18]=1. (7) Given the product [CH3:16][N:17]([CH2:12][CH2:11][O:10][C:9]1[CH:14]=[CH:15][C:6]([NH:5][S:2]([CH3:1])(=[O:4])=[O:3])=[CH:7][CH:8]=1)[CH2:18][CH2:19][C:20]1[CH:25]=[CH:24][C:23]([N+:26]([O-:28])=[O:27])=[CH:22][CH:21]=1, predict the reactants needed to synthesize it. The reactants are: [CH3:1][S:2]([NH:5][C:6]1[CH:15]=[CH:14][C:9]([O:10][CH2:11][CH2:12]Br)=[CH:8][CH:7]=1)(=[O:4])=[O:3].[CH3:16][NH:17][CH2:18][CH2:19][C:20]1[CH:25]=[CH:24][C:23]([N+:26]([O-:28])=[O:27])=[CH:22][CH:21]=1.C([O-])([O-])=O.[K+].[K+].O. (8) Given the product [F:17][C:2]([F:1])([F:16])[C:3]1[CH:8]=[CH:7][C:6]([CH2:9][NH:10][C:31]([NH:30][C:34]2[C:43]3[NH:42][C:41](=[O:44])[CH2:40][O:39][C:38]=3[CH:37]=[CH:36][CH:35]=2)=[O:32])=[C:5]([N:11]2[CH2:15][CH2:14][CH2:13][CH2:12]2)[CH:4]=1, predict the reactants needed to synthesize it. The reactants are: [F:1][C:2]([F:17])([F:16])[C:3]1[CH:8]=[CH:7][C:6]([CH2:9][NH2:10])=[C:5]([N:11]2[CH2:15][CH2:14][CH2:13][CH2:12]2)[CH:4]=1.ClC(Cl)(OC(=O)OC(Cl)(Cl)Cl)Cl.[N-:30]=[C:31]=[O:32].N[C:34]1[C:43]2[NH:42][C:41](=[O:44])[CH2:40][O:39][C:38]=2[CH:37]=[CH:36][CH:35]=1. (9) The reactants are: C([O:8][C:9]1[CH:14]=[CH:13][C:12]([CH2:15]/[C:16](/[C:23]2[S:24][CH:25]=[CH:26][N:27]=2)=[CH:17]/[C:18]([O:20][CH2:21][CH3:22])=[O:19])=[CH:11][CH:10]=1)C1C=CC=CC=1. Given the product [OH:8][C:9]1[CH:14]=[CH:13][C:12]([CH2:15][CH:16]([C:23]2[S:24][CH:25]=[CH:26][N:27]=2)[CH2:17][C:18]([O:20][CH2:21][CH3:22])=[O:19])=[CH:11][CH:10]=1, predict the reactants needed to synthesize it. (10) Given the product [CH2:8]([O:13][C:5]1[CH:6]=[C:7]([N+:10]([O-:12])=[O:11])[CH:8]=[CH:9][C:4]=1[NH2:3])[CH2:9][CH2:4][CH2:5][CH2:6][CH3:7], predict the reactants needed to synthesize it. The reactants are: [H-].[Na+].[NH2:3][C:4]1[CH:9]=[CH:8][C:7]([N+:10]([O-:12])=[O:11])=[CH:6][C:5]=1[OH:13].CS(Cl)(=O)=O.Cl.[OH-].[Na+].